This data is from TCR-epitope binding with 47,182 pairs between 192 epitopes and 23,139 TCRs. The task is: Binary Classification. Given a T-cell receptor sequence (or CDR3 region) and an epitope sequence, predict whether binding occurs between them. (1) The epitope is RPPIFIRRL. The TCR CDR3 sequence is CASSPGTLYGYTF. Result: 1 (the TCR binds to the epitope). (2) The epitope is NQKLIANQF. Result: 1 (the TCR binds to the epitope). The TCR CDR3 sequence is CASSLAGEWGNTIYF. (3) The epitope is KLFIRQEEV. The TCR CDR3 sequence is CASSYSKIGGRSYNEQFF. Result: 0 (the TCR does not bind to the epitope). (4) The epitope is NLVPMVATV. The TCR CDR3 sequence is CASSQIGGLAGAHSYNEQFF. Result: 1 (the TCR binds to the epitope). (5) The epitope is RLDKVEAEV. The TCR CDR3 sequence is CASSQGQLNEKLFF. Result: 1 (the TCR binds to the epitope). (6) The epitope is GVAMPNLYK. The TCR CDR3 sequence is CSVPEGRGAFF. Result: 1 (the TCR binds to the epitope). (7) The epitope is RQLLFVVEV. The TCR CDR3 sequence is CASSPEGTGGPNQPQHF. Result: 1 (the TCR binds to the epitope).